From a dataset of Full USPTO retrosynthesis dataset with 1.9M reactions from patents (1976-2016). Predict the reactants needed to synthesize the given product. (1) Given the product [ClH:14].[Cl:14][C:15]1[C:20]([Cl:21])=[CH:19][CH:18]=[CH:17][C:16]=1[O:11][CH:10]1[CH2:9][CH2:8][N:7]([CH3:12])[CH2:6][C:5]2[O:13][C:2]([CH3:1])=[CH:3][C:4]1=2, predict the reactants needed to synthesize it. The reactants are: [CH3:1][C:2]1[O:13][C:5]2[CH2:6][N:7]([CH3:12])[CH2:8][CH2:9][CH:10]([OH:11])[C:4]=2[CH:3]=1.[Cl:14][C:15]1[C:20]([Cl:21])=[CH:19][CH:18]=[CH:17][C:16]=1F. (2) Given the product [NH2:28][CH2:27][C:24]1([OH:26])[CH2:23][N:22]([C:20]2[CH:19]=[CH:18][CH:17]=[C:16]([N:15]3[C:9]4[CH:8]=[C:7]([C:5]5[CH:4]=[N:3][N:2]([CH3:1])[CH:6]=5)[N:12]=[CH:11][C:10]=4[CH:13]=[N:14]3)[N:21]=2)[CH2:25]1, predict the reactants needed to synthesize it. The reactants are: [CH3:1][N:2]1[CH:6]=[C:5]([C:7]2[N:12]=[CH:11][C:10]3[CH:13]=[N:14][N:15]([C:16]4[N:21]=[C:20]([N:22]5[CH2:25][C:24]([CH2:27][N+:28]([O-])=O)([OH:26])[CH2:23]5)[CH:19]=[CH:18][CH:17]=4)[C:9]=3[CH:8]=2)[CH:4]=[N:3]1.[NH4+].[Cl-]. (3) Given the product [CH3:26][O:25][C:4]1[CH:3]=[C:2]([N:31]2[CH2:32][CH2:33][N:28]([CH3:27])[CH2:29][CH2:30]2)[CH:7]=[CH:6][C:5]=1[C:8]1[O:9][C:10]([C:13]2[C:14]([C:19]3[CH:24]=[CH:23][CH:22]=[CH:21][CH:20]=3)=[N:15][O:16][C:17]=2[CH3:18])=[N:11][N:12]=1, predict the reactants needed to synthesize it. The reactants are: F[C:2]1[CH:7]=[CH:6][C:5]([C:8]2[O:9][C:10]([C:13]3[C:14]([C:19]4[CH:24]=[CH:23][CH:22]=[CH:21][CH:20]=4)=[N:15][O:16][C:17]=3[CH3:18])=[N:11][N:12]=2)=[C:4]([O:25][CH3:26])[CH:3]=1.[CH3:27][N:28]1[CH2:33][CH2:32][NH:31][CH2:30][CH2:29]1. (4) Given the product [Se:7]1[C:6]([C:8]([OH:10])=[O:9])=[CH:5][CH:4]=[C:3]1[C:1]([OH:2])=[O:12], predict the reactants needed to synthesize it. The reactants are: [CH:1]([C:3]1[Se:7][C:6]([C:8]([O:10]C)=[O:9])=[CH:5][CH:4]=1)=[O:2].[OH-:12].[Na+].Cl. (5) Given the product [CH3:26][S:27]([OH:30])(=[O:29])=[O:28].[F:1][C:2]1[CH:7]=[CH:6][C:5]([F:8])=[CH:4][C:3]=1[C:9]1[N:10]=[CH:11][O:12][C:13]=1[C:14]1[CH:15]=[CH:16][C:17]2[N:18]([C:20]([CH:23]([CH3:25])[CH3:24])=[N:21][N:22]=2)[CH:19]=1, predict the reactants needed to synthesize it. The reactants are: [F:1][C:2]1[CH:7]=[CH:6][C:5]([F:8])=[CH:4][C:3]=1[C:9]1[N:10]=[CH:11][O:12][C:13]=1[C:14]1[CH:15]=[CH:16][C:17]2[N:18]([C:20]([CH:23]([CH3:25])[CH3:24])=[N:21][N:22]=2)[CH:19]=1.[CH3:26][S:27]([OH:30])(=[O:29])=[O:28]. (6) Given the product [NH2:4][C:3]1[CH:5]=[CH:6][CH:7]=[CH:8][C:2]=1[C:1]([O:10][CH:16]([CH3:17])[CH3:15])=[O:9], predict the reactants needed to synthesize it. The reactants are: [C:1]([OH:10])(=[O:9])[C:2]1[C:3](=[CH:5][CH:6]=[CH:7][CH:8]=1)[NH2:4].S(Cl)(Cl)=O.[CH3:15][CH:16](O)[CH3:17].